Dataset: Forward reaction prediction with 1.9M reactions from USPTO patents (1976-2016). Task: Predict the product of the given reaction. Given the reactants Br[C:2]1[CH:7]=[CH:6][C:5]([C:8]([F:11])([F:10])[F:9])=[CH:4][CH:3]=1.[N:12]1[CH:17]=[CH:16][C:15](B(O)O)=[CH:14][CH:13]=1.C1(P(C2CCCCC2)C2CCCCC2)CCCCC1.[O-]P([O-])([O-])=O.[K+].[K+].[K+], predict the reaction product. The product is: [F:9][C:8]([F:11])([F:10])[C:5]1[CH:6]=[CH:7][C:2]([C:15]2[CH:16]=[CH:17][N:12]=[CH:13][CH:14]=2)=[CH:3][CH:4]=1.